From a dataset of Forward reaction prediction with 1.9M reactions from USPTO patents (1976-2016). Predict the product of the given reaction. (1) The product is: [Cl:1][C:2]1[N:3]=[CH:4][CH:5]=[C:6]2[C:11]=1[N:10]=[CH:9][C:8]([O:12][CH2:13][C:14]1[O:17][CH:21]=[CH:20][N:19]=1)=[CH:7]2. Given the reactants [Cl:1][C:2]1[N:3]=[CH:4][CH:5]=[C:6]2[C:11]=1[N:10]=[CH:9][C:8]([O:12][CH2:13][CH:14]1CC1)=[CH:7]2.[O:17]1[CH:21]=[CH:20][N:19]=C1CO.ClC1N=CC=C2C=1N=CC(O)=C2, predict the reaction product. (2) Given the reactants [Br:1][C:2]1[C:3](=[O:10])[N:4]([CH3:9])[C:5](Cl)=[N:6][CH:7]=1.[C:11]1([CH2:17][NH2:18])[CH:16]=[CH:15][CH:14]=[CH:13][CH:12]=1.C([O-])(O)=O.[Na+], predict the reaction product. The product is: [CH2:17]([NH:18][C:5]1[N:4]([CH3:9])[C:3](=[O:10])[C:2]([Br:1])=[CH:7][N:6]=1)[C:11]1[CH:16]=[CH:15][CH:14]=[CH:13][CH:12]=1. (3) The product is: [Cl:16][C:10]1[CH:11]=[CH:12][CH:13]=[C:14]([Cl:15])[C:9]=1[C:8]([NH:7][CH2:6][C:5]1[CH:18]=[CH:19][C:2]([C:26]2[CH:25]=[CH:24][NH:23][C:22](=[O:21])[CH:27]=2)=[C:3]([CH3:20])[CH:4]=1)=[O:17]. Given the reactants Br[C:2]1[CH:19]=[CH:18][C:5]([CH2:6][NH:7][C:8](=[O:17])[C:9]2[C:14]([Cl:15])=[CH:13][CH:12]=[CH:11][C:10]=2[Cl:16])=[CH:4][C:3]=1[CH3:20].[O:21]=[C:22]1[CH:27]=[C:26](B(O)O)[CH:25]=[CH:24][NH:23]1.C(=O)([O-])[O-].[Cs+].[Cs+], predict the reaction product. (4) Given the reactants [CH3:1][C:2]1([CH3:15])[O:11][C:10]2[C:5](=[CH:6][C:7]([C:12]#[N:13])=[CH:8][CH:9]=2)[C@@H:4]2[O:14][C@H:3]12.[Cl:16][C:17]1[CH:26]=[CH:25][C:20]2[C:21]([NH2:24])=[N:22][O:23][C:19]=2[CH:18]=1, predict the reaction product. The product is: [Cl:16][C:17]1[CH:26]=[CH:25][C:20]2[C:21]([NH:24][C@@H:4]3[C:5]4[C:10](=[CH:9][CH:8]=[C:7]([C:12]#[N:13])[CH:6]=4)[O:11][C:2]([CH3:15])([CH3:1])[C@H:3]3[OH:14])=[N:22][O:23][C:19]=2[CH:18]=1. (5) The product is: [Br:7][C:5]1[S:4][C:3]2[C:8](=[O:10])[NH:15][C:14]([CH2:13][Cl:12])=[N:1][C:2]=2[CH:6]=1. Given the reactants [NH2:1][C:2]1[CH:6]=[C:5]([Br:7])[S:4][C:3]=1[C:8]([O:10]C)=O.[Cl:12][CH2:13][C:14]#[N:15], predict the reaction product. (6) Given the reactants [CH2:1]([N:3]([CH2:19][CH3:20])[CH2:4][CH2:5][N:6]1[CH2:11][CH2:10][C:9]2[NH:12][C:13]([CH:16]=O)=[C:14]([CH3:15])[C:8]=2[C:7]1=[O:18])[CH3:2].[CH3:21][C:22]1[CH:30]=[CH:29][CH:28]=[C:27]2[C:23]=1[CH2:24][C:25](=[O:31])[NH:26]2, predict the reaction product. The product is: [CH2:1]([N:3]([CH2:19][CH3:20])[CH2:4][CH2:5][N:6]1[CH2:11][CH2:10][C:9]2[NH:12][C:13]([CH:16]=[C:24]3[C:23]4[C:27](=[CH:28][CH:29]=[CH:30][C:22]=4[CH3:21])[NH:26][C:25]3=[O:31])=[C:14]([CH3:15])[C:8]=2[C:7]1=[O:18])[CH3:2]. (7) Given the reactants [H-].[Na+].[Cl:3][C:4]1[NH:5][C:6]2[C:11]([C:12]=1[CH:13]=[O:14])=[CH:10][CH:9]=[CH:8][CH:7]=2.F[C:16]1[CH:23]=[CH:22][CH:21]=[CH:20][C:17]=1[C:18]#[N:19], predict the reaction product. The product is: [Cl:3][C:4]1[N:5]([C:16]2[CH:23]=[CH:22][CH:21]=[CH:20][C:17]=2[C:18]#[N:19])[C:6]2[C:11]([C:12]=1[CH:13]=[O:14])=[CH:10][CH:9]=[CH:8][CH:7]=2. (8) The product is: [Br:19][CH2:8][C:7]1[C:2]([CH3:1])=[C:3]([C:10]2[C:15]([CH3:16])=[CH:14][CH:13]=[CH:12][C:11]=2[CH3:17])[CH:4]=[CH:5][CH:6]=1. Given the reactants [CH3:1][C:2]1[C:7]([CH2:8]O)=[CH:6][CH:5]=[CH:4][C:3]=1[C:10]1[C:15]([CH3:16])=[CH:14][CH:13]=[CH:12][C:11]=1[CH3:17].P(Br)(Br)[Br:19], predict the reaction product.